This data is from Forward reaction prediction with 1.9M reactions from USPTO patents (1976-2016). The task is: Predict the product of the given reaction. (1) The product is: [CH3:31][C@H:32]1[NH:33][C@H:34]([CH3:38])[CH2:35][N:36]([CH2:28][CH2:27][C:25]2[O:26][C:22]3[CH:21]=[C:20]([C:6]4[C:5]5[C:9](=[CH:10][C:2]([F:1])=[CH:3][CH:4]=5)[NH:8][CH:7]=4)[CH:30]=[CH:29][C:23]=3[N:24]=2)[CH2:37]1. Given the reactants [F:1][C:2]1[CH:10]=[C:9]2[C:5]([C:6]([C:20]3[CH:30]=[CH:29][C:23]4[N:24]=[C:25]([CH:27]=[CH2:28])[O:26][C:22]=4[CH:21]=3)=[CH:7][N:8]2S(C2C=CC=CC=2)(=O)=O)=[CH:4][CH:3]=1.[CH3:31][C@@H:32]1[CH2:37][NH:36][CH2:35][C@@H:34]([CH3:38])[NH:33]1.[OH-].[Na+], predict the reaction product. (2) Given the reactants [NH:1]1[CH2:6][CH2:5][CH:4]([NH:7][C:8]2[CH:9]=[C:10]3[C:15](=[CH:16][C:17]=2[O:18][CH3:19])[N:14]=[CH:13][N:12]=[C:11]3[NH:20][C:21]2[CH:26]=[CH:25][C:24]([F:27])=[C:23]([Cl:28])[CH:22]=2)[CH2:3][CH2:2]1.C(N(CC)CC)C.[C:36](Cl)(=[O:39])[CH:37]=[CH2:38].C([O-])(O)=O.[Na+], predict the reaction product. The product is: [C:36]([N:1]1[CH2:6][CH2:5][CH:4]([NH:7][C:8]2[CH:9]=[C:10]3[C:15](=[CH:16][C:17]=2[O:18][CH3:19])[N:14]=[CH:13][N:12]=[C:11]3[NH:20][C:21]2[CH:26]=[CH:25][C:24]([F:27])=[C:23]([Cl:28])[CH:22]=2)[CH2:3][CH2:2]1)(=[O:39])[CH:37]=[CH2:38]. (3) Given the reactants [O:1]1[CH2:5][CH2:4][CH2:3][CH:2]1[CH2:6][NH2:7].Cl[CH2:9][C:10]1[CH:19]=[CH:18][C:17]([OH:20])=[C:16]2[C:11]=1[CH:12]=[CH:13][CH:14]=[N:15]2, predict the reaction product. The product is: [O:1]1[CH2:5][CH2:4][CH2:3][CH:2]1[CH2:6][N:7]([CH2:9][C:10]1[CH:19]=[CH:18][C:17]([OH:20])=[C:16]2[C:11]=1[CH:12]=[CH:13][CH:14]=[N:15]2)[CH2:9][C:10]1[CH:19]=[CH:18][C:17]([OH:20])=[C:16]2[C:11]=1[CH:12]=[CH:13][CH:14]=[N:15]2. (4) Given the reactants [CH2:1]([S:3]([N:6]1[CH2:11][CH2:10][CH:9]([CH2:12][NH:13][C:14]([C:16]2[CH:17]=[C:18]3[C:22](=[CH:23][CH:24]=2)[CH:21]([CH:25]([CH3:27])[CH3:26])[NH:20][CH2:19]3)=[O:15])[CH2:8][CH2:7]1)(=[O:5])=[O:4])[CH3:2].[CH3:28][O:29][C:30]1([C:38]([F:41])([F:40])[F:39])[CH2:35][CH2:34][CH:33]([CH:36]=O)[CH2:32][CH2:31]1, predict the reaction product. The product is: [CH2:1]([S:3]([N:6]1[CH2:7][CH2:8][CH:9]([CH2:12][NH:13][C:14]([C:16]2[CH:17]=[C:18]3[C:22](=[CH:23][CH:24]=2)[CH:21]([CH:25]([CH3:26])[CH3:27])[N:20]([CH2:36][CH:33]2[CH2:32][CH2:31][C:30]([O:29][CH3:28])([C:38]([F:39])([F:40])[F:41])[CH2:35][CH2:34]2)[CH2:19]3)=[O:15])[CH2:10][CH2:11]1)(=[O:5])=[O:4])[CH3:2]. (5) The product is: [F:45][C:23]1[CH:22]=[C:21]([CH2:20][CH2:19][C:8]([NH:7][C:4](=[O:6])[CH3:5])([CH2:9][OH:10])[CH2:14][OH:15])[CH:26]=[CH:25][C:24]=1[C:27]1[S:28][C:29]2[C:34]([N:35]=1)=[CH:33][CH:32]=[C:31]([C:36]1([C:39]3[CH:44]=[CH:43][CH:42]=[CH:41][CH:40]=3)[CH2:38][CH2:37]1)[N:30]=2. Given the reactants [Cl-].[Cl-].[Ca+2].[C:4]([NH:7][C:8]([CH2:19][CH2:20][C:21]1[CH:26]=[CH:25][C:24]([C:27]2[S:28][C:29]3[C:34]([N:35]=2)=[CH:33][CH:32]=[C:31]([C:36]2([C:39]4[CH:44]=[CH:43][CH:42]=[CH:41][CH:40]=4)[CH2:38][CH2:37]2)[N:30]=3)=[C:23]([F:45])[CH:22]=1)([C:14](OCC)=[O:15])[C:9](OCC)=[O:10])(=[O:6])[CH3:5].[BH4-].[Na+], predict the reaction product. (6) Given the reactants Br[C:2]1[CH:3]=[C:4]([CH2:9][N:10]([CH2:19][C:20]2[C:21]([NH:33][CH:34]3[CH2:39][CH2:38][O:37][CH2:36][CH2:35]3)=[C:22]3[CH:30]=[N:29][N:28]([CH2:31][CH3:32])[C:23]3=[N:24][C:25]=2[CH2:26][CH3:27])[C:11]([C:13]2([C:16]([NH2:18])=[O:17])[CH2:15][CH2:14]2)=[O:12])[CH:5]=[CH:6][C:7]=1[Cl:8].[CH3:40][N:41]1[CH2:46][CH2:45][CH:44]([CH2:47][C:48]2[CH:53]=[CH:52][CH:51]=[C:50](B3OC(C)(C)C(C)(C)O3)[CH:49]=2)[CH2:43][CH2:42]1.C([O-])([O-])=O.[Na+].[Na+], predict the reaction product. The product is: [Cl:8][C:7]1[C:2]([C:52]2[CH:51]=[CH:50][CH:49]=[C:48]([CH2:47][CH:44]3[CH2:45][CH2:46][N:41]([CH3:40])[CH2:42][CH2:43]3)[CH:53]=2)=[CH:3][C:4]([CH2:9][N:10]([CH2:19][C:20]2[C:21]([NH:33][CH:34]3[CH2:39][CH2:38][O:37][CH2:36][CH2:35]3)=[C:22]3[CH:30]=[N:29][N:28]([CH2:31][CH3:32])[C:23]3=[N:24][C:25]=2[CH2:26][CH3:27])[C:11]([C:13]2([C:16]([NH2:18])=[O:17])[CH2:15][CH2:14]2)=[O:12])=[CH:5][CH:6]=1. (7) Given the reactants [C@@H:1]([N:5]1[C:13]2[CH:12]=[C:11](Cl)[N:10]=[CH:9][C:8]=2[C:7]([N:15]2[CH2:19][CH2:18][C@H:17]([OH:20])[CH2:16]2)=[N:6]1)([CH2:3][CH3:4])[CH3:2].[NH2:21][C:22]1[CH:27]=[CH:26][N:25]=[C:24]([N:28]2[CH2:33][CH2:32][C@:31]([CH3:35])([OH:34])[C@H:30]([F:36])[CH2:29]2)[N:23]=1, predict the reaction product. The product is: [C@@H:1]([N:5]1[C:13]2[CH:12]=[C:11]([NH:21][C:22]3[CH:27]=[CH:26][N:25]=[C:24]([N:28]4[CH2:33][CH2:32][C@:31]([CH3:35])([OH:34])[C@H:30]([F:36])[CH2:29]4)[N:23]=3)[N:10]=[CH:9][C:8]=2[C:7]([N:15]2[CH2:19][CH2:18][C@H:17]([OH:20])[CH2:16]2)=[N:6]1)([CH2:3][CH3:4])[CH3:2].